The task is: Predict the product of the given reaction.. This data is from Forward reaction prediction with 1.9M reactions from USPTO patents (1976-2016). Given the reactants [CH2:1]([N:8]1[CH2:23][CH2:22][C:11]2([CH2:14][N:13](C(OC(C)(C)C)=O)[CH2:12]2)[CH2:10][CH2:9]1)[C:2]1[CH:7]=[CH:6][CH:5]=[CH:4][CH:3]=1.[ClH:24].O1CCOCC1, predict the reaction product. The product is: [ClH:24].[ClH:24].[CH2:1]([N:8]1[CH2:9][CH2:10][C:11]2([CH2:14][NH:13][CH2:12]2)[CH2:22][CH2:23]1)[C:2]1[CH:3]=[CH:4][CH:5]=[CH:6][CH:7]=1.